Task: Predict which catalyst facilitates the given reaction.. Dataset: Catalyst prediction with 721,799 reactions and 888 catalyst types from USPTO (1) The catalyst class is: 1. Product: [CH3:20][C:21]1[CH:26]=[CH:25][C:24]([S:27]([O:30][CH2:31][C:32]2([CH2:39][O:40][S:41]([C:44]3[CH:45]=[CH:46][C:47]([CH3:50])=[CH:48][CH:49]=3)(=[O:43])=[O:42])[CH2:33][CH2:34][C:35]([OH:38])([C:2]3[CH:7]=[CH:6][CH:5]=[C:4]([O:8][C:9]4[CH:14]=[CH:13][CH:12]=[CH:11][CH:10]=4)[CH:3]=3)[CH2:36][CH2:37]2)(=[O:28])=[O:29])=[CH:23][CH:22]=1. Reactant: Br[C:2]1[CH:7]=[CH:6][CH:5]=[C:4]([O:8][C:9]2[CH:14]=[CH:13][CH:12]=[CH:11][CH:10]=2)[CH:3]=1.[Li]CCCC.[CH3:20][C:21]1[CH:26]=[CH:25][C:24]([S:27]([O:30][CH2:31][C:32]2([CH2:39][O:40][S:41]([C:44]3[CH:49]=[CH:48][C:47]([CH3:50])=[CH:46][CH:45]=3)(=[O:43])=[O:42])[CH2:37][CH2:36][C:35](=[O:38])[CH2:34][CH2:33]2)(=[O:29])=[O:28])=[CH:23][CH:22]=1. (2) Reactant: [C:1]([O:5][C:6]([N:8]1[CH2:12][CH2:11][CH2:10][C@@H:9]1[C:13](=[O:24])[NH:14][C:15]1[CH:16]([O:21][CH2:22][CH3:23])[O:17][C:18](=[O:20])[CH:19]=1)=[O:7])([CH3:4])([CH3:3])[CH3:2].N#N.[H][H].ClCCl. Product: [C:1]([O:5][C:6]([N:8]1[CH2:12][CH2:11][CH2:10][C@@H:9]1[C:13](=[O:24])[NH:14][CH:15]1[CH2:19][C:18](=[O:20])[O:17][CH:16]1[O:21][CH2:22][CH3:23])=[O:7])([CH3:4])([CH3:3])[CH3:2]. The catalyst class is: 11.